This data is from Catalyst prediction with 721,799 reactions and 888 catalyst types from USPTO. The task is: Predict which catalyst facilitates the given reaction. (1) Reactant: [C:1]([O:5][C:6](=[O:17])[NH:7][C@H:8]([C:10]1[CH:15]=[CH:14][C:13](Br)=[CH:12][CH:11]=1)[CH3:9])([CH3:4])([CH3:3])[CH3:2].C([Li])CCC.CN(C)[CH:25]=[O:26].[Cl-].[NH4+]. Product: [C:1]([O:5][C:6](=[O:17])[NH:7][C@H:8]([C:10]1[CH:15]=[CH:14][C:13]([CH:25]=[O:26])=[CH:12][CH:11]=1)[CH3:9])([CH3:4])([CH3:3])[CH3:2]. The catalyst class is: 7. (2) Reactant: [CH3:1][O:2][C:3]1[CH:4]=[CH:5][C:6]([C@H:9]2[CH2:11][C@@H:10]2[CH2:12][O:13][C:14]2[C:19]([C:20]3[CH:21]=[N:22][NH:23][CH:24]=3)=[CH:18][N:17]=[C:16]([CH3:25])[N:15]=2)=[N:7][CH:8]=1.Cl[C@@H:27]([CH3:30])[CH2:28][OH:29].C(=O)([O-])[O-].[K+].[K+]. Product: [CH3:1][O:2][C:3]1[CH:4]=[CH:5][C:6]([C@H:9]2[CH2:11][C@@H:10]2[CH2:12][O:13][C:14]2[C:19]([C:20]3[CH:24]=[N:23][N:22]([C@@H:27]([CH3:30])[CH2:28][OH:29])[CH:21]=3)=[CH:18][N:17]=[C:16]([CH3:25])[N:15]=2)=[N:7][CH:8]=1. The catalyst class is: 3. (3) Reactant: [S:1](=[C:4]1N(C(OC(C)(C)C)=O)CCN[C@@H:5]1[C:17](O)=O)(=[O:3])=[O:2].Cl.Cl.[NH:22]1[CH2:27][CH2:26][NH:25][CH2:24][C@@H:23]1[C:28]([OH:30])=O.[OH-:31].[Na+].[CH3:47][C:44]([O:43][C:41](O[C:41]([O:43][C:44]([CH3:47])(C)C)=[O:42])=[O:42])(C)C.CC[N:50](CC)CC.[C:55]([C:57]1[CH:74]=[CH:73][C:60]([O:61][C:62]2[C:67]([F:68])=[CH:66]C=CC=2S(Cl)(=O)=O)=[CH:59][CH:58]=1)#[N:56].[O:75]1[CH2:80]COCC1. Product: [OH:31][NH:50][C:28]([C@H:23]1[CH2:24][N:25]([C:41]([O:43][CH2:44][CH2:47][O:75][CH3:80])=[O:42])[CH2:26][CH2:27][N:22]1[S:1]([C:4]1[CH:5]=[CH:17][C:62]([O:61][C:60]2[CH:59]=[CH:58][C:57]([C:55]#[N:56])=[CH:74][CH:73]=2)=[C:67]([F:68])[CH:66]=1)(=[O:2])=[O:3])=[O:30]. The catalyst class is: 6. (4) Reactant: [N+:1]([C:4]1[CH:9]=[CH:8][CH:7]=[CH:6][C:5]=1[NH:10][C@H:11]([CH2:16][CH:17]=[CH2:18])[C:12](OC)=[O:13])([O-])=O.Cl[Sn]Cl.O. Product: [CH2:16]([C@H:11]1[NH:10][C:5]2[C:4](=[CH:9][CH:8]=[CH:7][CH:6]=2)[NH:1][C:12]1=[O:13])[CH:17]=[CH2:18]. The catalyst class is: 5. (5) Reactant: C([O:3][C:4](=[O:37])[CH2:5][N:6]1[CH:11]=[C:10]([C:12](=[O:35])[NH:13][C:14]2[CH:19]=[CH:18][C:17]([N:20]3[C:24]([C:25]([F:28])([F:27])[F:26])=[CH:23][C:22]([C:29]4[CH:30]=[N:31][CH:32]=[CH:33][CH:34]=4)=[N:21]3)=[CH:16][N:15]=2)[CH:9]=[CH:8][C:7]1=[O:36])C.O.[OH-].[Li+].Cl. Product: [O:36]=[C:7]1[CH:8]=[CH:9][C:10]([C:12](=[O:35])[NH:13][C:14]2[CH:19]=[CH:18][C:17]([N:20]3[C:24]([C:25]([F:27])([F:28])[F:26])=[CH:23][C:22]([C:29]4[CH:30]=[N:31][CH:32]=[CH:33][CH:34]=4)=[N:21]3)=[CH:16][N:15]=2)=[CH:11][N:6]1[CH2:5][C:4]([OH:37])=[O:3]. The catalyst class is: 38. (6) Reactant: [Cl:1][C:2]1[C:10](B2OC(C)(C)C(C)(C)O2)=[CH:9][CH:8]=[C:7]2[C:3]=1[CH2:4][C:5](=[O:21])[N:6]2[CH3:20].Br[C:23]1[CH:24]=[N:25][CH:26]=[C:27]([O:29][CH2:30][CH3:31])[CH:28]=1.COCCOC.C(=O)([O-])[O-].[Na+].[Na+]. Product: [Cl:1][C:2]1[C:10]([C:23]2[CH:24]=[N:25][CH:26]=[C:27]([O:29][CH2:30][CH3:31])[CH:28]=2)=[CH:9][CH:8]=[C:7]2[C:3]=1[CH2:4][C:5](=[O:21])[N:6]2[CH3:20]. The catalyst class is: 668.